From a dataset of Reaction yield outcomes from USPTO patents with 853,638 reactions. Predict the reaction yield, written as a fraction of the theoretical maximum amount of product (1.0 means a 100% yield; for example, 0.34 means a 34% yield). The reactants are [CH2:1]([O:3][C:4](=[O:27])[CH2:5][CH:6]([N:13]1[C:21]2[C:16](=[CH:17][C:18]([O:22][CH2:23][CH2:24][O:25][NH2:26])=[CH:19][CH:20]=2)[CH:15]=[CH:14]1)[C:7]1[CH:12]=[CH:11][CH:10]=[CH:9][CH:8]=1)[CH3:2].Cl.[N:29]1([C:34]([NH2:36])=O)C=CC=N1. The catalyst is CO. The product is [CH2:1]([O:3][C:4](=[O:27])[CH2:5][CH:6]([N:13]1[C:21]2[C:16](=[CH:17][C:18]([O:22][CH2:23][CH2:24][O:25][NH:26][C:34]([NH2:36])=[NH:29])=[CH:19][CH:20]=2)[CH:15]=[CH:14]1)[C:7]1[CH:12]=[CH:11][CH:10]=[CH:9][CH:8]=1)[CH3:2]. The yield is 0.970.